From a dataset of Peptide-MHC class I binding affinity with 185,985 pairs from IEDB/IMGT. Regression. Given a peptide amino acid sequence and an MHC pseudo amino acid sequence, predict their binding affinity value. This is MHC class I binding data. (1) The peptide sequence is LYNSTFFSTF. The MHC is HLA-A24:02 with pseudo-sequence HLA-A24:02. The binding affinity (normalized) is 1.00. (2) The binding affinity (normalized) is 0.489. The peptide sequence is ISIIVLFQR. The MHC is HLA-A33:01 with pseudo-sequence HLA-A33:01. (3) The peptide sequence is FGTMPSLTM. The MHC is H-2-Db with pseudo-sequence H-2-Db. The binding affinity (normalized) is 0.0899.